Task: Predict the reaction yield, written as a fraction of the theoretical maximum amount of product (1.0 means a 100% yield; for example, 0.34 means a 34% yield).. Dataset: Reaction yield outcomes from USPTO patents with 853,638 reactions (1) The reactants are [C:1]([O:6][CH2:7][CH3:8])(=[O:5])[CH:2]([CH3:4])[CH3:3].Br[CH2:10][CH2:11][Cl:12].[NH4+].[Cl-]. The catalyst is C1COCC1.C([N-]C(C)C)(C)C.[Li+]. The product is [Cl:12][CH2:11][CH2:10][C:2]([CH3:4])([CH3:3])[C:1]([O:6][CH2:7][CH3:8])=[O:5]. The yield is 0.720. (2) The catalyst is C(O)(=O)C. The reactants are [F:1][C:2]1[N:7]=[CH:6][C:5]([NH2:8])=[CH:4][CH:3]=1.[C:9]([S-:11])#[N:10].[K+].BrBr.O. The product is [F:1][C:2]1[N:7]=[C:6]2[S:11][C:9]([NH2:10])=[N:8][C:5]2=[CH:4][CH:3]=1. The yield is 0.692. (3) The reactants are [Br:1][C:2]1[CH:7]=[N:6][C:5]([OH:8])=[C:4]2[S:9][C:10]([C:12]([O:14][CH3:15])=[O:13])=[CH:11][C:3]=12.[C:16]([O-])([O-])=O.[K+].[K+].CI. The catalyst is CN(C=O)C. The product is [Br:1][C:2]1[C:3]2[CH:11]=[C:10]([C:12]([O:14][CH3:15])=[O:13])[S:9][C:4]=2[C:5](=[O:8])[N:6]([CH3:16])[CH:7]=1. The yield is 0.900. (4) The reactants are [CH2:1]([O:8][C:9]1[C:10]([NH:36][C:37]2[CH:42]=[CH:41][CH:40]=[CH:39][C:38]=2[N+:43]([O-:45])=[O:44])=[CH:11][C:12]2[CH2:13][C@H:14]3[N:25]([C:26]([O:28][CH2:29][C:30]4[CH:35]=[CH:34][CH:33]=[CH:32][CH:31]=4)=[O:27])[CH2:24][CH2:23][C@@:20]4([C:21]=2[CH:22]=1)[C@H:15]3[CH2:16][CH2:17][CH2:18][CH2:19]4)[C:2]1[CH:7]=[CH:6][CH:5]=[CH:4][CH:3]=1.[Br-:46].[Br-].[Br-].[NH+]1C=CC=CC=1.[NH+]1C=CC=CC=1.[NH+]1C=CC=CC=1. The catalyst is C1COCC1. The product is [CH2:1]([O:8][C:9]1[C:10]([NH:36][C:37]2[CH:42]=[CH:41][CH:40]=[CH:39][C:38]=2[N+:43]([O-:45])=[O:44])=[C:11]([Br:46])[C:12]2[CH2:13][C@H:14]3[N:25]([C:26]([O:28][CH2:29][C:30]4[CH:35]=[CH:34][CH:33]=[CH:32][CH:31]=4)=[O:27])[CH2:24][CH2:23][C@@:20]4([C:21]=2[CH:22]=1)[C@H:15]3[CH2:16][CH2:17][CH2:18][CH2:19]4)[C:2]1[CH:7]=[CH:6][CH:5]=[CH:4][CH:3]=1. The yield is 0.880. (5) The yield is 0.340. The product is [O:14]1[CH:15]=[CH:16][CH:17]=[C:13]1[C:4]1[CH:5]=[CH:6][CH:7]=[CH:8][C:3]=1[CH:1]=[O:2]. The catalyst is Cl[Pd](Cl)([P](C1C=CC=CC=1)(C1C=CC=CC=1)C1C=CC=CC=1)[P](C1C=CC=CC=1)(C1C=CC=CC=1)C1C=CC=CC=1.C(#N)C. The reactants are [CH:1]([C:3]1[CH:8]=[CH:7][CH:6]=[CH:5][C:4]=1B(O)O)=[O:2].Br[C:13]1[O:14][CH:15]=[CH:16][CH:17]=1.C(=O)([O-])[O-].[Na+].[Na+]. (6) The reactants are [Cl:1][C:2]1[CH:3]=[C:4]([C:23]([O:25][CH3:26])=[O:24])[C:5]([CH3:22])=[C:6]([NH:8][CH:9]2[CH2:14][CH2:13][N:12]([C:15]([O:17][C:18]([CH3:21])([CH3:20])[CH3:19])=[O:16])[CH2:11][CH2:10]2)[CH:7]=1.[CH:27](=O)[CH3:28].C(O[BH-](OC(=O)C)OC(=O)C)(=O)C.[Na+].C([O-])(O)=O.[Na+]. The catalyst is ClCCl.C(O)(=O)C. The product is [Cl:1][C:2]1[CH:3]=[C:4]([C:23]([O:25][CH3:26])=[O:24])[C:5]([CH3:22])=[C:6]([N:8]([CH2:27][CH3:28])[CH:9]2[CH2:14][CH2:13][N:12]([C:15]([O:17][C:18]([CH3:19])([CH3:20])[CH3:21])=[O:16])[CH2:11][CH2:10]2)[CH:7]=1. The yield is 0.890. (7) The reactants are [CH3:1][CH:2]1[CH2:7][CH:6](O)[CH:5]=[C:4]([C:9]2[CH:14]=[CH:13][N:12]=[CH:11][C:10]=2[N+:15]([O-:17])=[O:16])[CH2:3]1.CC1C=CC(S(O)(=O)=O)=CC=1.CCOC(C)=O. The catalyst is O1CCOCC1. The product is [CH3:1][CH:2]1[CH2:3][C:4]([C:9]2[CH:14]=[CH:13][N:12]=[CH:11][C:10]=2[N+:15]([O-:17])=[O:16])=[CH:5][CH:6]=[CH:7]1. The yield is 0.680.